Task: Predict the product of the given reaction.. Dataset: Forward reaction prediction with 1.9M reactions from USPTO patents (1976-2016) (1) Given the reactants [CH3:1][C:2]1[O:3][C@@H:4]([C:9]2[CH:14]=[CH:13][CH:12]=[CH:11][CH:10]=2)[CH:5]([CH2:7]O)[N:6]=1.S(Cl)([Cl:17])=O, predict the reaction product. The product is: [Cl:17][CH2:7][CH:5]1[C@H:4]([C:9]2[CH:14]=[CH:13][CH:12]=[CH:11][CH:10]=2)[O:3][C:2]([CH3:1])=[N:6]1. (2) Given the reactants C([O:3][C:4](=[O:19])[C:5]1[CH:10]=[C:9]([Cl:11])[N:8]=[C:7]([N:12]([C:16](=[O:18])[CH3:17])[CH2:13][CH:14]=[CH2:15])[CH:6]=1)C.[OH-].[Na+], predict the reaction product. The product is: [C:16]([N:12]([CH2:13][CH:14]=[CH2:15])[C:7]1[CH:6]=[C:5]([CH:10]=[C:9]([Cl:11])[N:8]=1)[C:4]([OH:19])=[O:3])(=[O:18])[CH3:17].